From a dataset of M1 muscarinic receptor agonist screen with 61,833 compounds. Binary Classification. Given a drug SMILES string, predict its activity (active/inactive) in a high-throughput screening assay against a specified biological target. (1) The molecule is O(CCCCCC)C(=O)CCn1[nH]c(=O)c2c(c1=O)cccc2. The result is 0 (inactive). (2) The drug is O1c2c(OC1)ccc(NC(=O)c1c(noc1C)c1ccccc1)c2. The result is 0 (inactive).